Dataset: Forward reaction prediction with 1.9M reactions from USPTO patents (1976-2016). Task: Predict the product of the given reaction. (1) Given the reactants [NH:1]1[CH2:5][CH2:4][CH2:3][CH2:2]1.[C:6]([O:10][C:11]([N:13]1[CH2:16][CH:15]([S:17][C:18]2[CH:26]=[CH:25][C:21]([C:22](O)=[O:23])=[CH:20][CH:19]=2)[CH2:14]1)=[O:12])([CH3:9])([CH3:8])[CH3:7].CCN(C(C)C)C(C)C.CN(C(ON1N=NC2C=CC=CC1=2)=[N+](C)C)C.[B-](F)(F)(F)F, predict the reaction product. The product is: [N:1]1([C:22]([C:21]2[CH:20]=[CH:19][C:18]([S:17][CH:15]3[CH2:16][N:13]([C:11]([O:10][C:6]([CH3:9])([CH3:8])[CH3:7])=[O:12])[CH2:14]3)=[CH:26][CH:25]=2)=[O:23])[CH2:5][CH2:4][CH2:3][CH2:2]1. (2) Given the reactants [C:1]([OH:15])(=[O:14])[CH2:2][CH2:3][NH:4][C:5](=[O:13])[C@@H:6]([C:8]([CH2:11][OH:12])([CH3:10])[CH3:9])[OH:7].[OH-].[Ca+2:17].[OH-], predict the reaction product. The product is: [C:1]([O-:15])(=[O:14])[CH2:2][CH2:3][NH:4][C:5](=[O:13])[C@H:6]([C:8]([CH2:11][OH:12])([CH3:10])[CH3:9])[OH:7].[Ca+2:17].[C:1]([O-:15])(=[O:14])[CH2:2][CH2:3][NH:4][C:5](=[O:13])[C@H:6]([C:8]([CH2:11][OH:12])([CH3:10])[CH3:9])[OH:7]. (3) Given the reactants [Li]N1C(C)(C)CCC[C:3]1(C)C.CC1CCCN(C)C1(C)C.CN(CCN(C)C)C.[Li]CCCC.[NH:35]([C:42]1[N:43]([C:55]2[CH:60]=[CH:59][CH:58]=[CH:57][CH:56]=2)[C:44]2[C:49]([C:50](=[O:52])[CH:51]=1)=[CH:48][C:47]([F:53])=[C:46]([Cl:54])[N:45]=2)[C:36]1[CH:41]=[CH:40][CH:39]=[CH:38][CH:37]=1.CI, predict the reaction product. The product is: [NH:35]([C:42]1[N:43]([C:55]2[CH:60]=[CH:59][CH:58]=[CH:57][CH:56]=2)[C:44]2[C:49]([C:50](=[O:52])[CH:51]=1)=[C:48]([CH3:3])[C:47]([F:53])=[C:46]([Cl:54])[N:45]=2)[C:36]1[CH:41]=[CH:40][CH:39]=[CH:38][CH:37]=1.